Dataset: Peptide-MHC class II binding affinity with 134,281 pairs from IEDB. Task: Regression. Given a peptide amino acid sequence and an MHC pseudo amino acid sequence, predict their binding affinity value. This is MHC class II binding data. (1) The peptide sequence is AAATQGTTVYGAFAA. The MHC is HLA-DPA10103-DPB10401 with pseudo-sequence HLA-DPA10103-DPB10401. The binding affinity (normalized) is 0.265. (2) The peptide sequence is YDKFLANVVTVLTGK. The MHC is DRB1_0405 with pseudo-sequence DRB1_0405. The binding affinity (normalized) is 0.714. (3) The peptide sequence is HKKYFAATQFEPLAA. The MHC is DRB1_0101 with pseudo-sequence DRB1_0101. The binding affinity (normalized) is 0.671. (4) The peptide sequence is TPTNASHIQSAVVCG. The MHC is DRB3_0202 with pseudo-sequence DRB3_0202. The binding affinity (normalized) is 0.102.